This data is from Full USPTO retrosynthesis dataset with 1.9M reactions from patents (1976-2016). The task is: Predict the reactants needed to synthesize the given product. (1) Given the product [CH:1]1([CH2:7][CH2:8][CH2:9][C@@H:10]([C:15]2[O:19][N:18]=[C:17]([C:20]([N:22]([CH2:24][CH2:25][N:26]([CH3:28])[CH3:27])[CH3:23])=[O:21])[N:16]=2)[CH2:11][C:12]([NH:47][OH:46])=[O:13])[CH2:6][CH2:5][CH2:4][CH2:3][CH2:2]1, predict the reactants needed to synthesize it. The reactants are: [CH:1]1([CH2:7][CH2:8][CH2:9][C@@H:10]([C:15]2[O:19][N:18]=[C:17]([C:20]([N:22]([CH2:24][CH2:25][N:26]([CH3:28])[CH3:27])[CH3:23])=[O:21])[N:16]=2)[CH2:11][C:12](O)=[O:13])[CH2:6][CH2:5][CH2:4][CH2:3][CH2:2]1.CN1CCOCC1.ClC(OCC(C)C)=O.C[Si](C)(C)[O:46][NH2:47]. (2) Given the product [Br:8][C:9]1[C:27]([C:28]([F:31])([F:30])[F:29])=[C:26]([N+:32]([O-:34])=[O:33])[CH:25]=[C:24]([Br:35])[C:10]=1[O:11][C:12]1[CH:13]=[C:14]([CH:21]([CH3:23])[CH3:22])[C:15]([OH:20])=[C:16]([CH3:17])[CH:19]=1, predict the reactants needed to synthesize it. The reactants are: C([SiH](CC)CC)C.[Br:8][C:9]1[C:27]([C:28]([F:31])([F:30])[F:29])=[C:26]([N+:32]([O-:34])=[O:33])[CH:25]=[C:24]([Br:35])[C:10]=1[O:11][C:12]1[CH:13]=[C:14]([CH:21]([CH3:23])[CH3:22])[C:15]([OH:20])=[C:16]([CH:19]=1)[CH:17]=O.C(O)(C(F)(F)F)=O. (3) Given the product [CH3:72][O:75][C:76]1[CH:77]=[CH:36][C:32]([NH:31][S:28]([C:25]2[CH:24]=[CH:51][C:52]([NH:48][C:41]([N:43]3[CH2:44][CH2:61][C:56]4[C:46](=[C:62]([N:65]5[CH2:66][CH2:67][N:68]([CH3:71])[CH2:69][CH2:70]5)[CH:63]=[CH:64][C:55]=4[O:54][CH3:53])[CH2:47]3)=[O:42])=[CH:27][CH:26]=2)(=[O:29])=[O:30])=[CH:33][CH:34]=1, predict the reactants needed to synthesize it. The reactants are: COC1C=CC(N2CCN(C)CC2)=C2C=1CCN(C(=O)CC1[CH:27]=[CH:26][C:25]([S:28]([NH:31][CH2:32][CH2:33][CH3:34])(=[O:30])=[O:29])=[CH:24]C=1)C2.[CH3:36]N(C=O)C.[C:41]([N:48]1[CH:52]=[CH:51]N=C1)([N:43]1[CH:47]=[CH:46]N=[CH:44]1)=[O:42].[CH3:53][O:54][C:55]1[CH:64]=[CH:63][C:62]([N:65]2[CH2:70][CH2:69][N:68]([CH3:71])[CH2:67][CH2:66]2)=[C:61]2[C:56]=1CCNC2.[C:72]([O:75][CH2:76][CH3:77])(=O)C. (4) Given the product [C:7]([C:9]1[CH:10]=[C:11]2[C:16](=[CH:17][C:18]=1[O:19][CH2:20][CH:21]([OH:22])[CH2:23][N:1]1[CH2:6][CH2:5][CH2:4][CH2:3][CH2:2]1)[N:15]=[CH:14][CH:13]=[C:12]2[O:24][C:25]1[CH:30]=[CH:29][C:28]([NH:31][C:32]([NH:34][C:35]2[CH:40]=[CH:39][C:38]([F:41])=[CH:37][CH:36]=2)=[O:33])=[C:27]([F:42])[CH:26]=1)#[N:8], predict the reactants needed to synthesize it. The reactants are: [NH:1]1[CH2:6][CH2:5][CH2:4][CH2:3][CH2:2]1.[C:7]([C:9]1[CH:10]=[C:11]2[C:16](=[CH:17][C:18]=1[O:19][CH2:20][CH:21]1[CH2:23][O:22]1)[N:15]=[CH:14][CH:13]=[C:12]2[O:24][C:25]1[CH:30]=[CH:29][C:28]([NH:31][C:32]([NH:34][C:35]2[CH:40]=[CH:39][C:38]([F:41])=[CH:37][CH:36]=2)=[O:33])=[C:27]([F:42])[CH:26]=1)#[N:8]. (5) Given the product [C:1]([O:5][C:6]([NH:8][C:9]1[CH:10]=[C:11]2[N:17]([C:18](=[O:30])[C:19]3[C:24]([C:25]([F:28])([F:27])[F:26])=[CH:23][CH:22]=[CH:21][C:20]=3[Cl:29])[N:16]=[C:15]([C:31]3[CH:40]=[CH:39][C:34]([C:35]([OH:37])=[O:36])=[CH:33][C:32]=3[F:41])[C:12]2=[N:13][CH:14]=1)=[O:7])([CH3:4])([CH3:2])[CH3:3], predict the reactants needed to synthesize it. The reactants are: [C:1]([O:5][C:6]([NH:8][C:9]1[CH:10]=[C:11]2[N:17]([C:18](=[O:30])[C:19]3[C:24]([C:25]([F:28])([F:27])[F:26])=[CH:23][CH:22]=[CH:21][C:20]=3[Cl:29])[N:16]=[C:15]([C:31]3[CH:40]=[CH:39][C:34]([C:35]([O:37]C)=[O:36])=[CH:33][C:32]=3[F:41])[C:12]2=[N:13][CH:14]=1)=[O:7])([CH3:4])([CH3:3])[CH3:2].O[Li].O.Cl. (6) Given the product [Br:8][C:3]1[C:4]([CH3:7])=[N:5][O:6][C:2]=1[NH:1][S:23]([C:19]1[N:18]([C:15]2[CH:16]=[CH:17][C:12]([CH:9]([CH3:11])[CH3:10])=[CH:13][CH:14]=2)[CH:22]=[CH:21][CH:20]=1)(=[O:24])=[O:25].[Br:8][C:3]1[C:4]([CH3:7])=[N:5][O:6][C:2]=1[NH:1][S:41]([C:38]1[CH:39]=[CH:40][N:36]([C:33]2[CH:34]=[CH:35][C:30]([CH:27]([CH3:29])[CH3:28])=[CH:31][CH:32]=2)[CH:37]=1)(=[O:42])=[O:43], predict the reactants needed to synthesize it. The reactants are: [NH2:1][C:2]1[O:6][N:5]=[C:4]([CH3:7])[C:3]=1[Br:8].[CH:9]([C:12]1[CH:17]=[CH:16][C:15]([N:18]2[CH:22]=[CH:21][CH:20]=[C:19]2[S:23](Cl)(=[O:25])=[O:24])=[CH:14][CH:13]=1)([CH3:11])[CH3:10].[CH:27]([C:30]1[CH:35]=[CH:34][C:33]([N:36]2[CH:40]=[CH:39][C:38]([S:41](Cl)(=[O:43])=[O:42])=[CH:37]2)=[CH:32][CH:31]=1)([CH3:29])[CH3:28]. (7) Given the product [CH3:18][C:17]([CH3:20])([CH2:19][CH3:35])[CH2:16][C:14]1[N:15]=[C:11]([C:9](=[O:10])[CH2:8][C:5]2[CH:6]=[CH:7][C:2]([C:28]3[CH:33]=[CH:32][C:31]([F:34])=[CH:30][N:29]=3)=[CH:3][CH:4]=2)[N:12]([S:21]([N:24]([CH3:26])[CH3:25])(=[O:23])=[O:22])[CH:13]=1, predict the reactants needed to synthesize it. The reactants are: Br[C:2]1[CH:7]=[CH:6][C:5]([CH2:8][C:9]([C:11]2[N:12]([S:21]([N:24]([CH3:26])[CH3:25])(=[O:23])=[O:22])[CH:13]=[C:14]([CH2:16][C:17]([CH3:20])([CH3:19])[CH3:18])[N:15]=2)=[O:10])=[CH:4][CH:3]=1.Br[C:28]1[CH:33]=[CH:32][C:31]([F:34])=[CH:30][N:29]=1.[CH3:35][Sn](C)C.C[Sn](C)C. (8) Given the product [N:13]([CH2:7][C:6]1[CH:9]=[CH:10][C:3]([C:2]([F:12])([F:11])[F:1])=[CH:4][CH:5]=1)=[N+:14]=[N-:15], predict the reactants needed to synthesize it. The reactants are: [F:1][C:2]([F:12])([F:11])[C:3]1[CH:10]=[CH:9][C:6]([CH2:7]Br)=[CH:5][CH:4]=1.[N-:13]=[N+:14]=[N-:15].[Na+]. (9) Given the product [CH3:31][O:32][C:33]1[CH:42]=[C:41]2[C:10](=[CH:35][CH:34]=1)[CH2:11][N:12]([CH2:15][CH2:16][CH2:17][CH2:18][O:19][C:20]1[CH:29]=[CH:28][C:27]3[C:22](=[C:23]([OH:30])[CH:24]=[CH:25][CH:26]=3)[N:21]=1)[CH2:13][CH2:14]2, predict the reactants needed to synthesize it. The reactants are: ClC1C(Cl)=CC=CC=1N1[CH2:14][CH2:13][N:12]([CH2:15][CH2:16][CH2:17][CH2:18][O:19][C:20]2[CH:29]=[CH:28][C:27]3[C:22](=[C:23]([OH:30])[CH:24]=[CH:25][CH:26]=3)[N:21]=2)[CH2:11][CH2:10]1.[CH3:31][O:32][C:33]1[CH:34]=[C:35]2C(=[CH:41][CH:42]=1)CNCC2.